This data is from Forward reaction prediction with 1.9M reactions from USPTO patents (1976-2016). The task is: Predict the product of the given reaction. (1) The product is: [F:25][C:26]1[CH:31]=[C:30]([I:32])[CH:29]=[CH:28][C:27]=1[N:33]1[C:1]([NH2:2])=[N:3][C:4]([NH:12][C:13]2[CH:14]=[CH:15][C:16]([N:19]3[CH2:20][CH2:21][O:22][CH2:23][CH2:24]3)=[CH:17][CH:18]=2)=[N:34]1. Given the reactants [C:1]([NH:3][C:4](=[N:12][C:13]1[CH:18]=[CH:17][C:16]([N:19]2[CH2:24][CH2:23][O:22][CH2:21][CH2:20]2)=[CH:15][CH:14]=1)OC1C=CC=CC=1)#[N:2].[F:25][C:26]1[CH:31]=[C:30]([I:32])[CH:29]=[CH:28][C:27]=1[NH:33][NH2:34], predict the reaction product. (2) Given the reactants C([O-])(=O)C.[Na+].C1(C)C=CC(S(NN)(=O)=O)=CC=1.[Cl:18][C:19]1[CH:20]=[CH:21][C:22]([NH:29][S:30](/[CH:33]=[CH:34]/[C:35]2[CH:40]=[CH:39][C:38]([Cl:41])=[CH:37][C:36]=2[O:42][CH3:43])(=[O:32])=[O:31])=[C:23]([S:25]([NH2:28])(=[O:27])=[O:26])[CH:24]=1, predict the reaction product. The product is: [Cl:18][C:19]1[CH:20]=[CH:21][C:22]([NH:29][S:30]([CH2:33][CH2:34][C:35]2[CH:40]=[CH:39][C:38]([Cl:41])=[CH:37][C:36]=2[O:42][CH3:43])(=[O:32])=[O:31])=[C:23]([S:25]([NH2:28])(=[O:26])=[O:27])[CH:24]=1. (3) Given the reactants [C:1]([C:4]1[CH:5]=[N:6][CH:7]=[CH:8][CH:9]=1)(=[O:3])[CH3:2].[NH:10]([CH2:14]CO)[CH2:11][CH2:12][OH:13].C=[O:18], predict the reaction product. The product is: [CH:8]1[CH:7]=[N:6][CH:5]=[C:4]([C:1]([CH2:2][CH2:14][NH:10][CH2:11][CH:12]([OH:18])[OH:13])=[O:3])[CH:9]=1. (4) Given the reactants [Cl:1][C:2]1[CH:3]=[C:4]([N:9]([CH2:22][CH2:23][CH2:24][N:25]2[CH2:30][CH2:29][CH:28]([NH:31][CH3:32])[CH2:27][CH2:26]2)[C:10]([CH:12]2[CH2:17][CH2:16][N:15]([S:18]([CH3:21])(=[O:20])=[O:19])[CH2:14][CH2:13]2)=[O:11])[CH:5]=[CH:6][C:7]=1[Cl:8].[CH3:33][O:34][C:35]1[CH:40]=[CH:39][C:38]([S:41](Cl)(=[O:43])=[O:42])=[CH:37][CH:36]=1, predict the reaction product. The product is: [Cl:1][C:2]1[CH:3]=[C:4]([N:9]([CH2:22][CH2:23][CH2:24][N:25]2[CH2:26][CH2:27][CH:28]([N:31]([S:41]([C:38]3[CH:37]=[CH:36][C:35]([O:34][CH3:33])=[CH:40][CH:39]=3)(=[O:43])=[O:42])[CH3:32])[CH2:29][CH2:30]2)[C:10]([CH:12]2[CH2:13][CH2:14][N:15]([S:18]([CH3:21])(=[O:19])=[O:20])[CH2:16][CH2:17]2)=[O:11])[CH:5]=[CH:6][C:7]=1[Cl:8]. (5) Given the reactants [NH:1]1[C:9]2[C:4](=[CH:5][CH:6]=[CH:7][CH:8]=2)[C:3]([C:10]([O:12][CH2:13][CH3:14])=[O:11])=[N:2]1.[N+:15]([O-])([OH:17])=[O:16], predict the reaction product. The product is: [N+:15]([C:6]1[CH:5]=[C:4]2[C:9](=[CH:8][CH:7]=1)[NH:1][N:2]=[C:3]2[C:10]([O:12][CH2:13][CH3:14])=[O:11])([O-:17])=[O:16]. (6) The product is: [C:42]([C:41]([CH3:45])([CH3:44])[C:38]1[CH:37]=[C:36]([NH:35][C:3](=[O:5])[C:2]([CH3:1])([S:7]([CH2:10][CH2:11][CH2:12][C:13]([F:16])([F:15])[F:14])(=[O:9])=[O:8])[CH3:6])[O:40][N:39]=1)#[N:43]. Given the reactants [CH3:1][C:2]([S:7]([CH2:10][CH2:11][CH2:12][C:13]([F:16])([F:15])[F:14])(=[O:9])=[O:8])([CH3:6])[C:3]([OH:5])=O.S(Cl)(Cl)=O.CN(C=O)C.CCN(C(C)C)C(C)C.[NH2:35][C:36]1[O:40][N:39]=[C:38]([C:41]([CH3:45])([CH3:44])[C:42]#[N:43])[CH:37]=1, predict the reaction product. (7) Given the reactants [C:1]([C:3]1[CH:9]=[CH:8][C:6]([NH2:7])=[CH:5][C:4]=1[C:10]([F:13])([F:12])[F:11])#[N:2].[CH2:14]([C:17](=[CH2:21])[C:18](O)=[O:19])[CH2:15][CH3:16], predict the reaction product. The product is: [C:1]([C:3]1[CH:9]=[CH:8][C:6]([NH:7][C:18](=[O:19])[C:17]([CH2:14][CH2:15][CH3:16])=[CH2:21])=[CH:5][C:4]=1[C:10]([F:11])([F:12])[F:13])#[N:2]. (8) The product is: [N:1]1([S:11]([C:14]2[CH:15]=[C:16]([CH:20]=[CH:21][CH:22]=2)[C:17]([NH:32][C:30]2[S:31][C:27]3[CH:26]=[C:25]([O:24][CH3:23])[CH:34]=[CH:33][C:28]=3[N:29]=2)=[O:19])(=[O:13])=[O:12])[C:10]2[C:5](=[CH:6][CH:7]=[CH:8][CH:9]=2)[CH2:4][CH2:3][CH2:2]1. Given the reactants [N:1]1([S:11]([C:14]2[CH:15]=[C:16]([CH:20]=[CH:21][CH:22]=2)[C:17]([OH:19])=O)(=[O:13])=[O:12])[C:10]2[C:5](=[CH:6][CH:7]=[CH:8][CH:9]=2)[CH2:4][CH2:3][CH2:2]1.[CH3:23][O:24][C:25]1[CH:34]=[CH:33][C:28]2[N:29]=[C:30]([NH2:32])[S:31][C:27]=2[CH:26]=1, predict the reaction product. (9) The product is: [CH3:9][S:10]([O:1][C@H:2]([CH3:8])[C:3]([O:5][CH2:6][CH3:7])=[O:4])(=[O:12])=[O:11]. Given the reactants [OH:1][C@H:2]([CH3:8])[C:3]([O:5][CH2:6][CH3:7])=[O:4].[CH3:9][S:10](Cl)(=[O:12])=[O:11], predict the reaction product. (10) Given the reactants [CH3:1][C:2]1[CH:7]=[C:6]([C:8]2[C:16]3[C:11](=[CH:12][C:13]([N+:20]([O-:22])=[O:21])=[C:14]([CH2:17][CH:18]=O)[CH:15]=3)[N:10]([C:23]([C:36]3[CH:41]=[CH:40][CH:39]=[CH:38][CH:37]=3)([C:30]3[CH:35]=[CH:34][CH:33]=[CH:32][CH:31]=3)[C:24]3[CH:29]=[CH:28][CH:27]=[CH:26][CH:25]=3)[N:9]=2)[CH:5]=[CH:4][N:3]=1.[F:42][C:43]1[CH:48]=[CH:47][C:46]([C@H:49]([NH2:51])[CH3:50])=[CH:45][CH:44]=1.C(O[BH-](OC(=O)C)OC(=O)C)(=O)C.[Na+], predict the reaction product. The product is: [F:42][C:43]1[CH:48]=[CH:47][C:46]([C@H:49]([NH:51][CH2:18][CH2:17][C:14]2[CH:15]=[C:16]3[C:11](=[CH:12][C:13]=2[N+:20]([O-:22])=[O:21])[N:10]([C:23]([C:36]2[CH:37]=[CH:38][CH:39]=[CH:40][CH:41]=2)([C:30]2[CH:35]=[CH:34][CH:33]=[CH:32][CH:31]=2)[C:24]2[CH:25]=[CH:26][CH:27]=[CH:28][CH:29]=2)[N:9]=[C:8]3[C:6]2[CH:5]=[CH:4][N:3]=[C:2]([CH3:1])[CH:7]=2)[CH3:50])=[CH:45][CH:44]=1.